Dataset: NCI-60 drug combinations with 297,098 pairs across 59 cell lines. Task: Regression. Given two drug SMILES strings and cell line genomic features, predict the synergy score measuring deviation from expected non-interaction effect. (1) Drug 1: C1CCN(CC1)CCOC2=CC=C(C=C2)C(=O)C3=C(SC4=C3C=CC(=C4)O)C5=CC=C(C=C5)O. Drug 2: CC1=C(C=C(C=C1)NC2=NC=CC(=N2)N(C)C3=CC4=NN(C(=C4C=C3)C)C)S(=O)(=O)N.Cl. Cell line: RPMI-8226. Synergy scores: CSS=-2.65, Synergy_ZIP=13.0, Synergy_Bliss=20.1, Synergy_Loewe=5.34, Synergy_HSA=5.14. (2) Drug 1: CC1C(C(CC(O1)OC2CC(CC3=C2C(=C4C(=C3O)C(=O)C5=C(C4=O)C(=CC=C5)OC)O)(C(=O)C)O)N)O.Cl. Drug 2: C(CC(=O)O)C(=O)CN.Cl. Cell line: BT-549. Synergy scores: CSS=13.3, Synergy_ZIP=-6.93, Synergy_Bliss=-0.478, Synergy_Loewe=-11.9, Synergy_HSA=-0.273. (3) Drug 1: CCC1(CC2CC(C3=C(CCN(C2)C1)C4=CC=CC=C4N3)(C5=C(C=C6C(=C5)C78CCN9C7C(C=CC9)(C(C(C8N6C)(C(=O)OC)O)OC(=O)C)CC)OC)C(=O)OC)O.OS(=O)(=O)O. Drug 2: C1=CN(C=N1)CC(O)(P(=O)(O)O)P(=O)(O)O. Cell line: RPMI-8226. Synergy scores: CSS=3.47, Synergy_ZIP=-4.15, Synergy_Bliss=-7.23, Synergy_Loewe=-0.168, Synergy_HSA=-5.19. (4) Drug 1: C1=CC(=CC=C1CCCC(=O)O)N(CCCl)CCCl. Drug 2: C1=CC=C(C(=C1)C(C2=CC=C(C=C2)Cl)C(Cl)Cl)Cl. Cell line: NCI-H522. Synergy scores: CSS=19.7, Synergy_ZIP=-10.3, Synergy_Bliss=-1.86, Synergy_Loewe=-2.30, Synergy_HSA=-1.02. (5) Drug 1: CC1=C(C(=CC=C1)Cl)NC(=O)C2=CN=C(S2)NC3=CC(=NC(=N3)C)N4CCN(CC4)CCO. Drug 2: CC12CCC3C(C1CCC2OP(=O)(O)O)CCC4=C3C=CC(=C4)OC(=O)N(CCCl)CCCl.[Na+]. Cell line: A549. Synergy scores: CSS=14.1, Synergy_ZIP=-10.4, Synergy_Bliss=-7.62, Synergy_Loewe=-5.75, Synergy_HSA=-5.19. (6) Drug 1: C1=NC2=C(N=C(N=C2N1C3C(C(C(O3)CO)O)O)F)N. Drug 2: CC1=C(C(=CC=C1)Cl)NC(=O)C2=CN=C(S2)NC3=CC(=NC(=N3)C)N4CCN(CC4)CCO. Cell line: CCRF-CEM. Synergy scores: CSS=65.6, Synergy_ZIP=1.78, Synergy_Bliss=-1.02, Synergy_Loewe=0.289, Synergy_HSA=0.470.